The task is: Regression. Given a peptide amino acid sequence and an MHC pseudo amino acid sequence, predict their binding affinity value. This is MHC class I binding data.. This data is from Peptide-MHC class I binding affinity with 185,985 pairs from IEDB/IMGT. (1) The binding affinity (normalized) is 0.213. The MHC is HLA-B08:01 with pseudo-sequence HLA-B08:01. The peptide sequence is THEGVVCAL. (2) The peptide sequence is KLEYLAPSY. The MHC is HLA-B39:01 with pseudo-sequence HLA-B39:01. The binding affinity (normalized) is 0.0847. (3) The peptide sequence is LTPKWNNETW. The MHC is Mamu-B17 with pseudo-sequence Mamu-B17. The binding affinity (normalized) is 0.469. (4) The binding affinity (normalized) is 0. The MHC is HLA-A24:02 with pseudo-sequence HLA-A24:02. The peptide sequence is TWWNRNGPTT. (5) The peptide sequence is ELKRQLADL. The MHC is HLA-B07:02 with pseudo-sequence HLA-B07:02. The binding affinity (normalized) is 0.0847. (6) The peptide sequence is DVIPMVTQL. The MHC is HLA-A26:01 with pseudo-sequence HLA-A26:01. The binding affinity (normalized) is 0.564. (7) The peptide sequence is YIYDGKVNY. The MHC is HLA-B39:01 with pseudo-sequence HLA-B39:01. The binding affinity (normalized) is 0.0847. (8) The peptide sequence is SQMPTSLNF. The binding affinity (normalized) is 0.706. The MHC is HLA-B15:02 with pseudo-sequence HLA-B15:02. (9) The peptide sequence is WLAKSFFEL. The MHC is HLA-A02:01 with pseudo-sequence HLA-A02:01. The binding affinity (normalized) is 1.00. (10) The peptide sequence is MTYKAAVL. The MHC is HLA-A31:01 with pseudo-sequence HLA-A31:01. The binding affinity (normalized) is 0.0743.